From a dataset of Full USPTO retrosynthesis dataset with 1.9M reactions from patents (1976-2016). Predict the reactants needed to synthesize the given product. (1) Given the product [Si:25]([O:32][C@H:33]1[C@H:37]2[O:38][CH2:39][CH:40]([CH2:41][CH2:42][OH:43])[C@H:36]2[O:35][CH2:34]1)([C:28]([CH3:31])([CH3:30])[CH3:29])([CH3:27])[CH3:26], predict the reactants needed to synthesize it. The reactants are: C1C=CC(P(C2C=CC=CC=2)C2C=CC=CC=2)=CC=1.C(Br)(Br)(Br)Br.[Si:25]([O:32][C@H:33]1[C@H:37]2[O:38][CH2:39][CH:40]([CH2:41][CH:42]=[O:43])[C@H:36]2[O:35][CH2:34]1)([C:28]([CH3:31])([CH3:30])[CH3:29])([CH3:27])[CH3:26]. (2) Given the product [NH2:8][C:9]([CH3:39])([CH3:38])[C:10]([N:12]1[C:20]2[C:15](=[CH:16][C:17]([O:21][CH2:22][C:23]3[S:24][C:25]([C:34]([F:36])([F:37])[F:35])=[C:26]([C:28]4[CH:29]=[CH:30][CH:31]=[CH:32][CH:33]=4)[CH:27]=3)=[CH:18][CH:19]=2)[CH2:14][CH2:13]1)=[O:11], predict the reactants needed to synthesize it. The reactants are: C(OC([NH:8][C:9]([CH3:39])([CH3:38])[C:10]([N:12]1[C:20]2[C:15](=[CH:16][C:17]([O:21][CH2:22][C:23]3[S:24][C:25]([C:34]([F:37])([F:36])[F:35])=[C:26]([C:28]4[CH:33]=[CH:32][CH:31]=[CH:30][CH:29]=4)[CH:27]=3)=[CH:18][CH:19]=2)[CH2:14][CH2:13]1)=[O:11])=O)(C)(C)C.